From a dataset of Catalyst prediction with 721,799 reactions and 888 catalyst types from USPTO. Predict which catalyst facilitates the given reaction. Reactant: C(Cl)(=O)C(Cl)=O.CS(C)=O.[Cl:11][C:12]1[CH:17]=[CH:16][N:15]=[C:14]([CH:18]([CH:20]2[CH2:22][CH2:21]2)[OH:19])[C:13]=1[CH3:23].C(N(CC)CC)C. Product: [Cl:11][C:12]1[CH:17]=[CH:16][N:15]=[C:14]([C:18]([CH:20]2[CH2:21][CH2:22]2)=[O:19])[C:13]=1[CH3:23]. The catalyst class is: 46.